This data is from Forward reaction prediction with 1.9M reactions from USPTO patents (1976-2016). The task is: Predict the product of the given reaction. The product is: [CH2:1]([O:3][C:4]([C:6]1[C:10]2[N:11]=[CH:12][N:13]=[C:14]([C:22]3[CH:23]=[C:24]([O:28][CH3:29])[C:25]([F:27])=[CH:26][C:21]=3[O:20][CH2:19][CH:16]3[CH2:18][CH2:17]3)[C:9]=2[NH:8][CH:7]=1)=[O:5])[CH3:2]. Given the reactants [CH2:1]([O:3][C:4]([C:6]1[C:10]2[N:11]=[CH:12][N:13]=[C:14](Cl)[C:9]=2[NH:8][CH:7]=1)=[O:5])[CH3:2].[CH:16]1([CH2:19][O:20][C:21]2[CH:26]=[C:25]([F:27])[C:24]([O:28][CH3:29])=[CH:23][C:22]=2B2OC(C)(C)C(C)(C)O2)[CH2:18][CH2:17]1, predict the reaction product.